This data is from Catalyst prediction with 721,799 reactions and 888 catalyst types from USPTO. The task is: Predict which catalyst facilitates the given reaction. (1) Reactant: [S:1]([N:11]1[C:15]2[N:16]=[CH:17][C:18]3[N:19]([C:20]([C@@H:23]4[C@H:28]5[C@H:26]([CH2:27]5)[C@H:25]([NH:29]C(=O)OCC)[CH2:24]4)=[N:21][N:22]=3)[C:14]=2[CH:13]=[CH:12]1)([C:4]1[CH:10]=[CH:9][C:7]([CH3:8])=[CH:6][CH:5]=1)(=[O:3])=[O:2].CN(C(ON1N=NC2C=CC=NC1=2)=[N+](C)C)C.F[P-](F)(F)(F)(F)F.C[Si](I)(C)C.C([O-])(O)=O.[Na+]. The catalyst class is: 2. Product: [S:1]([N:11]1[C:15]2[N:16]=[CH:17][C:18]3[N:19]([C:20]([C@@H:23]4[C@H:28]5[C@H:26]([CH2:27]5)[C@H:25]([NH2:29])[CH2:24]4)=[N:21][N:22]=3)[C:14]=2[CH:13]=[CH:12]1)([C:4]1[CH:10]=[CH:9][C:7]([CH3:8])=[CH:6][CH:5]=1)(=[O:2])=[O:3]. (2) Reactant: [Cl:1][C:2]1[N:7]=[C:6]([OH:8])[CH:5]=[CH:4][CH:3]=1.I[CH2:10][CH2:11][CH3:12].C([O-])([O-])=O.[K+].[K+]. Product: [Cl:1][C:2]1[CH:3]=[CH:4][CH:5]=[C:6]([O:8][CH2:10][CH2:11][CH3:12])[N:7]=1. The catalyst class is: 3. (3) Reactant: [Cl:1][C:2]1[CH:8]=[C:7]([O:9][C:10]2[C:19]3[C:14](=[CH:15][C:16]([O:22][CH3:23])=[C:17]([O:20][CH3:21])[CH:18]=3)[N:13]=[CH:12][N:11]=2)[CH:6]=[CH:5][C:3]=1[NH2:4].ClC(Cl)(O[C:28](=[O:34])OC(Cl)(Cl)Cl)Cl.[CH3:36][NH:37][CH2:38][CH2:39][CH2:40][CH3:41].CO. Product: [CH2:38]([N:37]([CH3:36])[C:28]([NH:4][C:3]1[CH:5]=[CH:6][C:7]([O:9][C:10]2[C:19]3[C:14](=[CH:15][C:16]([O:22][CH3:23])=[C:17]([O:20][CH3:21])[CH:18]=3)[N:13]=[CH:12][N:11]=2)=[CH:8][C:2]=1[Cl:1])=[O:34])[CH2:39][CH2:40][CH3:41]. The catalyst class is: 542. (4) Reactant: [C@@H:1]1([N:7]2[C:15](=[O:16])[C:14]3[C:9](=[CH:10][CH:11]=[CH:12][CH:13]=3)[C:8]2=[O:17])[CH2:6][CH2:5][CH2:4][CH:3]=[CH:2]1.C[N+]1([O-])CC[O:22]CC1.CC(C)=O.[OH2:30]. Product: [OH:30][C@@H:2]1[C@H:3]([OH:22])[CH2:4][CH2:5][CH2:6][C@H:1]1[N:7]1[C:15](=[O:16])[C:14]2[C:9](=[CH:10][CH:11]=[CH:12][CH:13]=2)[C:8]1=[O:17]. The catalyst class is: 771. (5) Reactant: [O:1]1[C@H:6]2[CH2:7][NH:8][CH2:9][C@H:5]2[O:4][CH2:3][CH2:2]1.Br[CH2:11][CH:12]([O:16][CH2:17][CH3:18])[O:13][CH2:14][CH3:15].C(N(C(C)C)CC)(C)C.O. Product: [CH2:14]([O:13][CH:12]([O:16][CH2:17][CH3:18])[CH2:11][N:8]1[CH2:7][C@H:6]2[O:1][CH2:2][CH2:3][O:4][C@H:5]2[CH2:9]1)[CH3:15]. The catalyst class is: 3. (6) Reactant: [OH:1][CH2:2][CH2:3][CH2:4][CH2:5][C:6]#[C:7][C:8]1[CH:13]=[CH:12][C:11]([CH:14]=[CH:15][C:16]2[C:25]3[C:20](=[CH:21][CH:22]=[CH:23][CH:24]=3)[C:19]([CH:26]=[CH:27][C:28]3[CH:33]=[CH:32][C:31]([C:34]#[C:35][CH2:36][CH2:37][CH2:38][CH2:39][OH:40])=[CH:30][CH:29]=3)=[CH:18][CH:17]=2)=[CH:10][CH:9]=1. Product: [OH:1][CH2:2][CH2:3][CH2:4][CH2:5][CH2:6][CH2:7][C:8]1[CH:9]=[CH:10][C:11]([CH2:14][CH2:15][C:16]2[C:25]3[C:20](=[CH:21][CH:22]=[CH:23][CH:24]=3)[C:19]([CH2:26][CH2:27][C:28]3[CH:33]=[CH:32][C:31]([CH2:34][CH2:35][CH2:36][CH2:37][CH2:38][CH2:39][OH:40])=[CH:30][CH:29]=3)=[CH:18][CH:17]=2)=[CH:12][CH:13]=1. The catalyst class is: 123. (7) Reactant: [C:1]([C:3]1[C:19]2=[CH:20][C:6]([C@@H:7]([NH:26][C:27](=[O:33])[O:28][C:29]([CH3:32])([CH3:31])[CH3:30])[CH2:8][CH:9]=[CH:10][C@@H:11]([CH3:25])[C:12](=[O:24])[NH:13][C:14]3[CH:15]=[N:16][N:17]([CH:21]([F:23])[F:22])[C:18]=32)=[CH:5][CH:4]=1)#[N:2].C(Cl)Cl.CC(OI1(OC(C)=O)(OC(C)=O)OC(=O)C2C=CC=CC1=2)=O. Product: [C:1]([C:3]1[C:19]2=[CH:20][C:6]([C@@H:7]([NH:26][C:27](=[O:33])[O:28][C:29]([CH3:32])([CH3:31])[CH3:30])[CH2:8][CH2:9][CH2:10][C@@H:11]([CH3:25])[C:12](=[O:24])[NH:13][C:14]3[CH:15]=[N:16][N:17]([CH:21]([F:22])[F:23])[C:18]=32)=[CH:5][CH:4]=1)#[N:2]. The catalyst class is: 867. (8) Reactant: [Br:1][C:2]1[C:3]([Cl:12])=[N:4][CH:5]=[C:6]([CH:11]=1)[C:7]([NH:9][NH2:10])=[O:8].[Cl:13][C:14]1[CH:15]=[CH:16][C:17]([OH:23])=[C:18]([C:20](=O)[CH3:21])[CH:19]=1. Product: [Br:1][C:2]1[C:3]([Cl:12])=[N:4][CH:5]=[C:6]([CH:11]=1)[C:7]([NH:9]/[N:10]=[C:20](/[C:18]1[CH:19]=[C:14]([Cl:13])[CH:15]=[CH:16][C:17]=1[OH:23])\[CH3:21])=[O:8]. The catalyst class is: 130.